From a dataset of Forward reaction prediction with 1.9M reactions from USPTO patents (1976-2016). Predict the product of the given reaction. (1) Given the reactants Br[C:2]1[CH:11]=[CH:10][C:9]2[C:4](=[CH:5][CH:6]=[C:7]([OH:24])[C:8]=2[C:12]2[C:13]([OH:23])=[CH:14][CH:15]=[C:16]3[C:21]=2[CH:20]=[CH:19][C:18](Br)=[CH:17]3)[CH:3]=1.[Cl-].O.NN.[C:29]1(B(O)O)[CH:34]=[CH:33][CH:32]=[CH:31][CH:30]=1, predict the reaction product. The product is: [C:29]1([C:18]2[CH:19]=[CH:20][C:21]3[C:16](=[CH:15][CH:14]=[C:13]([OH:23])[C:12]=3[C:8]3[C:7]([OH:24])=[CH:6][CH:5]=[C:4]4[C:9]=3[CH:10]=[CH:11][C:2]([C:2]3[CH:11]=[CH:10][CH:9]=[CH:4][CH:3]=3)=[CH:3]4)[CH:17]=2)[CH:34]=[CH:33][CH:32]=[CH:31][CH:30]=1. (2) Given the reactants [NH2:1][C:2]1[CH:3]=[C:4]([CH:15]=[CH:16][C:17]=1[OH:18])[C:5]([NH:7][CH:8]([CH2:12][CH2:13][CH3:14])[CH2:9][CH2:10][CH3:11])=[O:6].[CH2:19]([O:21][C:22](OCC)(OCC)OCC)[CH3:20], predict the reaction product. The product is: [CH2:9]([CH:8]([NH:7][C:5]([C:4]1[CH:15]=[CH:16][C:17]2[O:18][C:22]([O:21][CH2:19][CH3:20])=[N:1][C:2]=2[CH:3]=1)=[O:6])[CH2:12][CH2:13][CH3:14])[CH2:10][CH3:11]. (3) Given the reactants [C:1]12([CH2:11][NH:12][CH2:13][CH:14]([C:16]3[CH:21]=[CH:20][C:19]([OH:22])=[CH:18][CH:17]=3)[OH:15])[CH2:10][CH:5]3[CH2:6][CH:7]([CH2:9][CH:3]([CH2:4]3)[CH2:2]1)[CH2:8]2.CCN(CC)CC.Cl[C:31](Cl)([O:33]C(=O)OC(Cl)(Cl)Cl)Cl, predict the reaction product. The product is: [C:1]12([CH2:11][N:12]3[CH2:13][CH:14]([C:16]4[CH:17]=[CH:18][C:19]([OH:22])=[CH:20][CH:21]=4)[O:15][C:31]3=[O:33])[CH2:10][CH:5]3[CH2:4][CH:3]([CH2:9][CH:7]([CH2:6]3)[CH2:8]1)[CH2:2]2. (4) Given the reactants [NH2:1][C:2]1[CH:7]=[CH:6][C:5]([C:8]([N:10]2[CH2:15][CH2:14][N:13]([CH2:16][CH3:17])[CH2:12][CH2:11]2)=O)=[CH:4][CH:3]=1, predict the reaction product. The product is: [CH2:16]([N:13]1[CH2:14][CH2:15][N:10]([CH2:8][C:5]2[CH:4]=[CH:3][C:2]([NH2:1])=[CH:7][CH:6]=2)[CH2:11][CH2:12]1)[CH3:17]. (5) Given the reactants Br[C:2]1[CH:21]=[CH:20][C:5]([CH2:6][NH:7][C:8](=[O:19])[C:9]2[CH:14]=[CH:13][C:12]([C:15]([CH3:18])([CH3:17])[CH3:16])=[CH:11][CH:10]=2)=[C:4]([F:22])[CH:3]=1.[CH3:23][C:24]1([CH3:40])[C:28]([CH3:30])([CH3:29])[O:27][B:26]([B:26]2[O:27][C:28]([CH3:30])([CH3:29])[C:24]([CH3:40])([CH3:23])[O:25]2)[O:25]1.C([O-])(=O)C.[K+].CN1C(=O)CCC1, predict the reaction product. The product is: [C:15]([C:12]1[CH:13]=[CH:14][C:9]([C:8]([NH:7][CH2:6][C:5]2[CH:20]=[CH:21][C:2]([B:26]3[O:27][C:28]([CH3:30])([CH3:29])[C:24]([CH3:40])([CH3:23])[O:25]3)=[CH:3][C:4]=2[F:22])=[O:19])=[CH:10][CH:11]=1)([CH3:18])([CH3:17])[CH3:16]. (6) Given the reactants [Cl:1][C:2]1[CH:3]=[C:4]2[C:8](=[CH:9][CH:10]=1)[NH:7][C:6](=[O:11])[CH2:5]2.[CH2:12]=[O:13].C1(C)C=CC=CC=1, predict the reaction product. The product is: [Cl:1][C:2]1[CH:3]=[C:4]2[C:8](=[CH:9][CH:10]=1)[N:7]([CH2:12][OH:13])[C:6](=[O:11])[CH2:5]2. (7) Given the reactants C1(NC2CCCCC2)CCCCC1.CCCCCC.[CH:20]([O:23][C:24]([CH:26]1[CH2:31][CH2:30][CH2:29][CH2:28][CH2:27]1)=[O:25])([CH3:22])[CH3:21].Br[CH2:33][CH:34]([CH2:37][CH3:38])[CH2:35][CH3:36].Cl, predict the reaction product. The product is: [CH:20]([O:23][C:24]([C:26]1([CH2:33][CH:34]([CH2:37][CH3:38])[CH2:35][CH3:36])[CH2:31][CH2:30][CH2:29][CH2:28][CH2:27]1)=[O:25])([CH3:22])[CH3:21]. (8) Given the reactants [Cl:1][C:2]1[CH:7]=[CH:6][C:5]([S:8](Cl)(=[O:10])=[O:9])=[CH:4][CH:3]=1.[NH2:12][C:13]1([CH2:19][OH:20])[CH2:18][CH2:17][CH2:16][CH2:15][CH2:14]1.C(N(CC)CC)C, predict the reaction product. The product is: [Cl:1][C:2]1[CH:7]=[CH:6][C:5]([S:8]([NH:12][C:13]2([CH2:19][OH:20])[CH2:18][CH2:17][CH2:16][CH2:15][CH2:14]2)(=[O:10])=[O:9])=[CH:4][CH:3]=1. (9) The product is: [CH2:25]([O:27][C:28]([C:30]1([C:33]2[CH:38]=[CH:37][C:36]([C:2]3[CH:7]=[CH:6][C:5]([C:8]4[O:12][N:11]=[C:10]([CH3:13])[C:9]=4[CH2:14][N:15]([CH3:24])[CH2:16][CH2:17][C:18]4[CH:23]=[CH:22][CH:21]=[CH:20][CH:19]=4)=[CH:4][CH:3]=3)=[CH:35][CH:34]=2)[CH2:31][CH2:32]1)=[O:29])[CH3:26]. Given the reactants Br[C:2]1[CH:7]=[CH:6][C:5]([C:8]2[O:12][N:11]=[C:10]([CH3:13])[C:9]=2[CH2:14][N:15]([CH3:24])[CH2:16][CH2:17][C:18]2[CH:23]=[CH:22][CH:21]=[CH:20][CH:19]=2)=[CH:4][CH:3]=1.[CH2:25]([O:27][C:28]([C:30]1([C:33]2[CH:38]=[CH:37][C:36](B3OC(C)(C)C(C)(C)O3)=[CH:35][CH:34]=2)[CH2:32][CH2:31]1)=[O:29])[CH3:26], predict the reaction product.